Dataset: Aqueous solubility values for 9,982 compounds from the AqSolDB database. Task: Regression/Classification. Given a drug SMILES string, predict its absorption, distribution, metabolism, or excretion properties. Task type varies by dataset: regression for continuous measurements (e.g., permeability, clearance, half-life) or binary classification for categorical outcomes (e.g., BBB penetration, CYP inhibition). For this dataset (solubility_aqsoldb), we predict Y. (1) The Y is -2.33 log mol/L. The drug is ClC/C=C\CCl. (2) The molecule is C#C[C@]1(O)CC[C@H]2[C@@H]3CCC4=CC(=O)CC[C@]4(C)[C@H]3CC[C@@]21C. The Y is -5.66 log mol/L. (3) The drug is Cc1ccc(OCCCS(=O)(=O)[O-])c([N+](=O)[O-])c1.[Na+]. The Y is 0.170 log mol/L. (4) The drug is COC(=O)c1sc(N)c(C#N)c1C. The Y is -4.99 log mol/L. (5) The compound is NC(=O)c1ccc(N)cc1. The Y is -1.23 log mol/L. (6) The molecule is CC(F)(F)F. The Y is -2.04 log mol/L. (7) The drug is O=S(=O)(c1ccc(Cl)cc1)c1ccc(Cl)cc1. The Y is -5.52 log mol/L. (8) The drug is C=CC(C)(O)/C=C/C1=C(C)CCCC1(C)C. The Y is -3.16 log mol/L.